Dataset: Reaction yield outcomes from USPTO patents with 853,638 reactions. Task: Predict the reaction yield, written as a fraction of the theoretical maximum amount of product (1.0 means a 100% yield; for example, 0.34 means a 34% yield). (1) The reactants are [Cl:1][C:2]1[N:7]=[C:6](Cl)[CH:5]=[C:4]([CH3:9])[N:3]=1.C(=O)([O-])[O-].[Na+].[Na+].[F:16][C:17]([F:28])([F:27])[C:18]1[CH:23]=[CH:22][C:21](B(O)O)=[CH:20][CH:19]=1. The catalyst is COCCOC.O.C1(C=CC=CC=1)[P](C1C=CC=CC=1)(C1C=CC=CC=1)[Pd][P](C1C=CC=CC=1)(C1C=CC=CC=1)C1C=CC=CC=1. The product is [Cl:1][C:2]1[N:3]=[C:4]([CH3:9])[CH:5]=[C:6]([C:21]2[CH:22]=[CH:23][C:18]([C:17]([F:28])([F:27])[F:16])=[CH:19][CH:20]=2)[N:7]=1. The yield is 0.556. (2) The reactants are [C:1](Cl)(=[O:3])[CH3:2].[CH3:5][O:6][C:7]1[CH:15]=[CH:14][C:10]([C:11]([NH2:13])=[S:12])=[CH:9][CH:8]=1.N1C=CC=CC=1. The catalyst is CC(C)=O. The product is [CH3:5][O:6][C:7]1[CH:15]=[CH:14][C:10]([C:11]([NH:13][C:1](=[O:3])[CH3:2])=[S:12])=[CH:9][CH:8]=1. The yield is 0.720. (3) The reactants are [C:1]([O:11][CH:12]([CH3:14])[CH3:13])(=[O:10])/[CH:2]=[CH:3]/[C:4]([O:6][CH:7]([CH3:9])[CH3:8])=[O:5].[C:15]([OH:25])(=[O:24])[CH:16]=[CH:17][C:18]1[CH:23]=[CH:22][CH:21]=[CH:20][CH:19]=1.CO. The catalyst is O1CCCC1.C(OOC(C)(C)C)(=O)C(C)(C)C. The product is [C:4]([O:6][CH:7]([CH3:9])[CH3:8])(=[O:5])/[CH:3]=[CH:2]/[C:1]([O:11][CH:12]([CH3:14])[CH3:13])=[O:10].[C:15]([OH:25])(=[O:24])[CH:16]=[CH:17][C:18]1[CH:19]=[CH:20][CH:21]=[CH:22][CH:23]=1. The yield is 0.340. (4) The reactants are [Br:1][C:2]1[CH:3]=[CH:4][C:5]([F:14])=[C:6]([CH:13]=1)[C:7](N(OC)C)=[O:8].[CH3:15][Mg]Br.C(OCC)C.Cl. The catalyst is C1COCC1. The product is [Br:1][C:2]1[CH:3]=[CH:4][C:5]([F:14])=[C:6]([C:7](=[O:8])[CH3:15])[CH:13]=1. The yield is 0.970. (5) The catalyst is C1COCC1. The product is [F:1][C:2]([F:12])([F:11])[C:3]1[N:4]=[C:5]([C:8]([NH2:15])=[O:9])[S:6][CH:7]=1. The reactants are [F:1][C:2]([F:12])([F:11])[C:3]1[N:4]=[C:5]([C:8](O)=[O:9])[S:6][CH:7]=1.C1N=C[N:15](C(N2C=NC=C2)=O)C=1.[NH4+].[OH-]. The yield is 0.720. (6) The reactants are [F:1][C:2]1[CH:18]=[C:17]([C:19]([F:22])([F:21])[F:20])[CH:16]=[CH:15][C:3]=1[C:4]([NH:6][C:7]1[CH:12]=[CH:11][N:10]=[C:9]([O:13]C)[CH:8]=1)=[O:5].Br. The catalyst is C(O)(=O)C. The product is [F:1][C:2]1[CH:18]=[C:17]([C:19]([F:22])([F:20])[F:21])[CH:16]=[CH:15][C:3]=1[C:4]([NH:6][C:7]1[CH:12]=[CH:11][NH:10][C:9](=[O:13])[CH:8]=1)=[O:5]. The yield is 0.760. (7) The reactants are Br[C:2]1[CH:3]=[C:4]2[C:8](=[C:9]([C:11]([NH2:13])=[O:12])[CH:10]=1)[NH:7][CH:6]=[C:5]2[CH:14]1[CH2:19][CH2:18][N:17]([S:20]([CH2:23][CH3:24])(=[O:22])=[O:21])[CH2:16][CH2:15]1.[CH3:25][N:26]1[CH2:31][CH2:30][N:29]([C:32]2[CH:37]=[CH:36][C:35](B3OC(C)(C)C(C)(C)O3)=[CH:34][CH:33]=2)[C:28](=[O:47])[CH2:27]1.C(=O)([O-])[O-].[K+].[K+]. The catalyst is O1CCOCC1.O.Cl[Pd-](P(C1CC2CC1CC2)C1CC2CC1CC2)[C-]1C=CC=C1CN(C)C.[CH-]1C=CC=C1.[Fe+2]. The product is [CH2:23]([S:20]([N:17]1[CH2:18][CH2:19][CH:14]([C:5]2[C:4]3[C:8](=[C:9]([C:11]([NH2:13])=[O:12])[CH:10]=[C:2]([C:35]4[CH:34]=[CH:33][C:32]([N:29]5[CH2:30][CH2:31][N:26]([CH3:25])[CH2:27][C:28]5=[O:47])=[CH:37][CH:36]=4)[CH:3]=3)[NH:7][CH:6]=2)[CH2:15][CH2:16]1)(=[O:22])=[O:21])[CH3:24]. The yield is 0.0800. (8) No catalyst specified. The reactants are [F:1][C:2]1[CH:7]=[C:6](F)[C:5]([F:9])=[CH:4][C:3]=1[N+:10]([O-:12])=[O:11].[F:13][C:14]1[CH:15]=[C:16]([CH:19]=[CH:20][CH:21]=1)[CH2:17][OH:18]. The yield is 0.550. The product is [F:9][C:5]1[CH:4]=[C:3]([N+:10]([O-:12])=[O:11])[C:2]([F:1])=[CH:7][C:6]=1[O:18][CH2:17][C:16]1[CH:19]=[CH:20][CH:21]=[C:14]([F:13])[CH:15]=1. (9) The catalyst is CN(C)C=O.C(OCC)(=O)C. The reactants are [C:1]1([C:7]2[CH:11]=[C:10]([C:12]3[CH:17]=[CH:16][CH:15]=[CH:14][CH:13]=3)[NH:9][N:8]=2)[CH:6]=[CH:5][CH:4]=[CH:3][CH:2]=1.[H-].[Na+].Br[CH2:21][C:22]1[CH:31]=[CH:30][C:25]([C:26]([O:28][CH3:29])=[O:27])=[CH:24][C:23]=1[O:32][CH:33]([CH3:35])[CH3:34].[I-].[Na+]. The yield is 0.920. The product is [C:1]1([C:7]2[CH:11]=[C:10]([C:12]3[CH:17]=[CH:16][CH:15]=[CH:14][CH:13]=3)[N:9]([CH2:21][C:22]3[CH:31]=[CH:30][C:25]([C:26]([O:28][CH3:29])=[O:27])=[CH:24][C:23]=3[O:32][CH:33]([CH3:35])[CH3:34])[N:8]=2)[CH:6]=[CH:5][CH:4]=[CH:3][CH:2]=1.